Regression. Given a peptide amino acid sequence and an MHC pseudo amino acid sequence, predict their binding affinity value. This is MHC class I binding data. From a dataset of Peptide-MHC class I binding affinity with 185,985 pairs from IEDB/IMGT. The peptide sequence is APRTLVYLL. The MHC is HLA-B54:01 with pseudo-sequence HLA-B54:01. The binding affinity (normalized) is 0.